This data is from Full USPTO retrosynthesis dataset with 1.9M reactions from patents (1976-2016). The task is: Predict the reactants needed to synthesize the given product. (1) Given the product [Cl:35][C:20]1[C:21]([NH:23][C:24]2[C:33]([F:34])=[CH:32][CH:31]=[CH:30][C:25]=2[C:26]([NH:28][CH3:29])=[O:27])=[N:22][C:17]([NH:1][C:2]2[CH:3]=[CH:4][C:5]3[C:11](=[O:12])[N:10]([CH2:13][CH3:14])[CH2:9][CH2:8][NH:7][C:6]=3[CH:15]=2)=[N:18][CH:19]=1, predict the reactants needed to synthesize it. The reactants are: [NH2:1][C:2]1[CH:3]=[CH:4][C:5]2[C:11](=[O:12])[N:10]([CH2:13][CH3:14])[CH2:9][CH2:8][NH:7][C:6]=2[CH:15]=1.Cl[C:17]1[N:22]=[C:21]([NH:23][C:24]2[C:33]([F:34])=[CH:32][CH:31]=[CH:30][C:25]=2[C:26]([NH:28][CH3:29])=[O:27])[C:20]([Cl:35])=[CH:19][N:18]=1.C12(CS(O)(=O)=O)C(C)(C)C(CC1)CC2=O.C(O)(C)C. (2) The reactants are: [CH3:1][C:2]1([C:7]2[O:11][C:10]([CH2:12][N:13]3[CH:17]=[C:16]([NH2:18])[CH:15]=[N:14]3)=[CH:9][CH:8]=2)[O:6]CCO1.[C:19]1([C:25]2[O:29][CH:28]=[N:27][C:26]=2[C:30](O)=[O:31])[CH:24]=[CH:23][CH:22]=[CH:21][CH:20]=1. Given the product [C:2]([C:7]1[O:11][C:10]([CH2:12][N:13]2[CH:17]=[C:16]([NH:18][C:30]([C:26]3[N:27]=[CH:28][O:29][C:25]=3[C:19]3[CH:20]=[CH:21][CH:22]=[CH:23][CH:24]=3)=[O:31])[CH:15]=[N:14]2)=[CH:9][CH:8]=1)(=[O:6])[CH3:1], predict the reactants needed to synthesize it. (3) Given the product [CH:23]1([N:9]([CH:6]2[CH2:5][CH2:4][N:3]([C:1]3[O:32][N:31]=[C:29]([C:28]([CH3:34])([CH3:33])[CH2:27][OH:26])[N:2]=3)[CH2:8][CH2:7]2)[C:10](=[O:22])[C:11]2[CH:12]=[CH:13][C:14]([C:17]3[O:21][CH:20]=[N:19][CH:18]=3)=[CH:15][CH:16]=2)[CH2:25][CH2:24]1, predict the reactants needed to synthesize it. The reactants are: [C:1]([N:3]1[CH2:8][CH2:7][CH:6]([N:9]([CH:23]2[CH2:25][CH2:24]2)[C:10](=[O:22])[C:11]2[CH:16]=[CH:15][C:14]([C:17]3[O:21][CH:20]=[N:19][CH:18]=3)=[CH:13][CH:12]=2)[CH2:5][CH2:4]1)#[N:2].[OH:26][CH2:27][C:28]([CH3:34])([CH3:33])[C:29]([NH:31][OH:32])=N. (4) Given the product [Cl:1][C:2]1[CH:3]=[C:4]([CH2:9][N:10]2[C:14]([CH3:15])=[C:13]([C:16]([NH:18][C:19]3[CH:28]=[C:27]([C:29]([NH:31][CH3:32])=[O:30])[CH:26]=[C:21]([CH2:22][OH:23])[CH:20]=3)=[O:17])[N:12]=[N:11]2)[CH:5]=[CH:6][C:7]=1[Cl:8], predict the reactants needed to synthesize it. The reactants are: [Cl:1][C:2]1[CH:3]=[C:4]([CH2:9][N:10]2[C:14]([CH3:15])=[C:13]([C:16]([NH:18][C:19]3[CH:20]=[C:21]([CH:26]=[C:27]([C:29]([NH:31][CH3:32])=[O:30])[CH:28]=3)[C:22](OC)=[O:23])=[O:17])[N:12]=[N:11]2)[CH:5]=[CH:6][C:7]=1[Cl:8].[H-].[H-].[H-].[H-].[Li+].[Al+3].O.